From a dataset of Forward reaction prediction with 1.9M reactions from USPTO patents (1976-2016). Predict the product of the given reaction. (1) Given the reactants [Br:1][CH2:2][CH2:3][CH2:4][CH2:5][CH2:6][CH2:7][CH2:8][CH2:9][CH2:10]Br.[N:12]1[C:21]2[C:16](=[CH:17][CH:18]=[CH:19][CH:20]=2)[CH:15]=[CH:14][CH:13]=1, predict the reaction product. The product is: [Br-:1].[Br-:1].[CH2:2]([N+:12]1[C:21]2[C:16](=[CH:17][CH:18]=[CH:19][CH:20]=2)[CH:15]=[CH:14][CH:13]=1)[CH2:3][CH2:4][CH2:5][CH2:6][CH2:7][CH2:8][CH2:9][CH2:10][N+:12]1[C:21]2[C:16](=[CH:17][CH:18]=[CH:19][CH:20]=2)[CH:15]=[CH:14][CH:13]=1. (2) Given the reactants [CH3:1][C:2]1[S:23][C:5]2=[N:6][C:7]([CH3:22])=[C:8]([CH2:17][C:18]([O:20][CH3:21])=[O:19])[C:9]([C:10]3[CH:15]=[CH:14][C:13]([CH3:16])=[CH:12][CH:11]=3)=[C:4]2[C:3]=1[CH3:24].[Li+].C[Si]([N-][Si](C)(C)C)(C)C.[CH2:35]1[CH2:39]OC[CH2:36]1.ICCC, predict the reaction product. The product is: [CH3:1][C:2]1[S:23][C:5]2=[N:6][C:7]([CH3:22])=[C:8]([CH:17]([CH2:36][CH2:35][CH3:39])[C:18]([O:20][CH3:21])=[O:19])[C:9]([C:10]3[CH:11]=[CH:12][C:13]([CH3:16])=[CH:14][CH:15]=3)=[C:4]2[C:3]=1[CH3:24]. (3) Given the reactants C([O:3][C:4](=[O:43])[C:5]([O:35][C:36]1[CH:41]=[CH:40][CH:39]=[CH:38][C:37]=1[F:42])([CH3:34])[CH2:6][C:7]1[CH:12]=[CH:11][C:10]([O:13][CH2:14][CH2:15][CH:16]2[CH2:20][N:19]([CH2:21][C:22]3[CH:27]=[CH:26][CH:25]=[C:24]([C:28]([F:31])([F:30])[F:29])[CH:23]=3)[C:18](=[O:32])[N:17]2[CH3:33])=[CH:9][CH:8]=1)C.[OH-].[Na+], predict the reaction product. The product is: [F:42][C:37]1[CH:38]=[CH:39][CH:40]=[CH:41][C:36]=1[O:35][C:5]([CH3:34])([CH2:6][C:7]1[CH:8]=[CH:9][C:10]([O:13][CH2:14][CH2:15][CH:16]2[CH2:20][N:19]([CH2:21][C:22]3[CH:27]=[CH:26][CH:25]=[C:24]([C:28]([F:30])([F:31])[F:29])[CH:23]=3)[C:18](=[O:32])[N:17]2[CH3:33])=[CH:11][CH:12]=1)[C:4]([OH:43])=[O:3]. (4) Given the reactants [CH2:1]([C:3]([C:7]1[CH:12]=[CH:11][C:10]([NH:13][C:14](=[O:16])[CH3:15])=[C:9]([OH:17])[CH:8]=1)(O)[CH2:4][CH3:5])[CH3:2].[NH:18]1[C:26]2[C:21](=[CH:22][CH:23]=[CH:24][C:25]=2[NH:27][S:28]([CH3:31])(=[O:30])=[O:29])[CH:20]=[CH:19]1.C(O)(C(F)(F)F)=O, predict the reaction product. The product is: [CH2:1]([C:3]([C:7]1[CH:12]=[CH:11][C:10]([NH:13][C:14](=[O:16])[CH3:15])=[C:9]([OH:17])[CH:8]=1)([C:20]1[C:21]2[C:26](=[C:25]([NH:27][S:28]([CH3:31])(=[O:29])=[O:30])[CH:24]=[CH:23][CH:22]=2)[NH:18][CH:19]=1)[CH2:4][CH3:5])[CH3:2]. (5) Given the reactants [CH:1]([N-]C(C)C)(C)[CH3:2].[Li+].C1CCCCC1.[C:15]([O:19][C:20]([N:22]1[CH2:28][CH2:27][C:26]2[C:29]([S:34][CH2:35][C:36]#[N:37])=[C:30]([Cl:33])[CH:31]=[CH:32][C:25]=2[CH2:24][CH2:23]1)=[O:21])([CH3:18])([CH3:17])[CH3:16].C(I)C, predict the reaction product. The product is: [C:15]([O:19][C:20]([N:22]1[CH2:28][CH2:27][C:26]2[C:29]([S:34][CH:35]([C:36]#[N:37])[CH2:1][CH3:2])=[C:30]([Cl:33])[CH:31]=[CH:32][C:25]=2[CH2:24][CH2:23]1)=[O:21])([CH3:18])([CH3:17])[CH3:16]. (6) Given the reactants CN(C)CC[N:5](C)[C:6]1[CH:7]=[C:8]([N:14]2[C:18](S)=NN=[C:15]2[C:20]2C=C(C(C)C)C(O)=C[C:21]=2O)[CH:9]=[CH:10][C:11]=1OC, predict the reaction product. The product is: [CH3:18][N:14]([CH2:15][CH2:20][CH3:21])[C:8]1[CH:9]=[CH:10][CH:11]=[C:6]([NH2:5])[CH:7]=1. (7) Given the reactants [NH:1]1[C:9]2[C:4](=[CH:5][C:6]([C:10]([OH:12])=[O:11])=[CH:7][CH:8]=2)[CH:3]=[N:2]1.[N+](=[CH2:15])=[N-], predict the reaction product. The product is: [NH:1]1[C:9]2[C:4](=[CH:5][C:6]([C:10]([O:12][CH3:15])=[O:11])=[CH:7][CH:8]=2)[CH:3]=[N:2]1. (8) Given the reactants C1N=CN(C(N2C=NC=C2)=O)C=1.[C:13](O)(=[O:16])[C:14]#[CH:15].[C:18]([O:21][CH2:22][CH2:23][C:24]1[CH:29]=[C:28]([F:30])[C:27]([NH:31][C:32]([NH2:43])=[CH:33][C:34]([C:36]2[CH:41]=[CH:40][C:39]([F:42])=[CH:38][CH:37]=2)=[O:35])=[C:26]([F:44])[CH:25]=1)(=[O:20])[CH3:19], predict the reaction product. The product is: [C:18]([O:21][CH2:22][CH2:23][C:24]1[CH:25]=[C:26]([F:44])[C:27]([N:31]2[C:32]([NH2:43])=[C:33]([C:34](=[O:35])[C:36]3[CH:37]=[CH:38][C:39]([F:42])=[CH:40][CH:41]=3)[CH:15]=[CH:14][C:13]2=[O:16])=[C:28]([F:30])[CH:29]=1)(=[O:20])[CH3:19].